Dataset: Catalyst prediction with 721,799 reactions and 888 catalyst types from USPTO. Task: Predict which catalyst facilitates the given reaction. (1) Reactant: [CH3:1][C:2]([C@@H:4]1[C@@:8]2([CH3:23])[CH2:9][CH2:10][C@@H:11]3[C@@:16]4([CH3:22])[CH2:17][CH2:18][C@H:19]([OH:21])[CH2:20][C:15]4=[CH:14][CH2:13][C@H:12]3[C@@H:7]2[CH2:6][CH2:5]1)=[O:3].C(O)(=O)C. The catalyst class is: 304. Product: [OH:21][C@H:19]1[CH2:18][CH2:17][C@@:16]2([CH3:22])[C@@H:15]([CH2:14][CH2:13][C@@H:12]3[C@@H:11]2[CH2:10][CH2:9][C@@:8]2([CH3:23])[C@H:7]3[CH2:6][CH2:5][C@@H:4]2[C:2](=[O:3])[CH3:1])[CH2:20]1. (2) Reactant: [C:1]([O:6][C@@H:7]1[C@@H:19]([O:20][C:21](=[O:25])[CH2:22][CH2:23][CH3:24])[C@H:18]([CH3:26])[O:17][C@@H:9](SC2C=CC=CC=2)[C@@H:8]1[O:27][CH2:28][C:29]1[CH:34]=[CH:33][CH:32]=[CH:31][CH:30]=1)(=[O:5])[CH2:2][CH2:3][CH3:4].[Br:35]Br. Product: [C:1]([O:6][C@@H:7]1[C@@H:19]([O:20][C:21](=[O:25])[CH2:22][CH2:23][CH3:24])[C@H:18]([CH3:26])[O:17][C@@H:9]([Br:35])[C@@H:8]1[O:27][CH2:28][C:29]1[CH:34]=[CH:33][CH:32]=[CH:31][CH:30]=1)(=[O:5])[CH2:2][CH2:3][CH3:4]. The catalyst class is: 2.